This data is from NCI-60 drug combinations with 297,098 pairs across 59 cell lines. The task is: Regression. Given two drug SMILES strings and cell line genomic features, predict the synergy score measuring deviation from expected non-interaction effect. (1) Cell line: OVCAR3. Synergy scores: CSS=6.59, Synergy_ZIP=-1.56, Synergy_Bliss=0.747, Synergy_Loewe=-10.8, Synergy_HSA=-0.884. Drug 1: CN(C)C(=N)N=C(N)N. Drug 2: C1CC(CCC1OC2=C(C(=CC=C2)Cl)F)(CC3=NC(=CC=C3)NC4=NC=CS4)C(=O)O. (2) Drug 1: CCC1=C2CN3C(=CC4=C(C3=O)COC(=O)C4(CC)O)C2=NC5=C1C=C(C=C5)O. Drug 2: CC1=C(C(=CC=C1)Cl)NC(=O)C2=CN=C(S2)NC3=CC(=NC(=N3)C)N4CCN(CC4)CCO. Cell line: COLO 205. Synergy scores: CSS=39.0, Synergy_ZIP=-5.72, Synergy_Bliss=-3.03, Synergy_Loewe=-38.8, Synergy_HSA=-2.51. (3) Drug 1: C1=C(C(=O)NC(=O)N1)F. Drug 2: C1=CC(=CC=C1C#N)C(C2=CC=C(C=C2)C#N)N3C=NC=N3. Cell line: SW-620. Synergy scores: CSS=39.7, Synergy_ZIP=-1.35, Synergy_Bliss=-3.47, Synergy_Loewe=-5.56, Synergy_HSA=-3.75. (4) Drug 1: CCCCC(=O)OCC(=O)C1(CC(C2=C(C1)C(=C3C(=C2O)C(=O)C4=C(C3=O)C=CC=C4OC)O)OC5CC(C(C(O5)C)O)NC(=O)C(F)(F)F)O. Drug 2: C1CN1C2=NC(=NC(=N2)N3CC3)N4CC4. Cell line: T-47D. Synergy scores: CSS=42.4, Synergy_ZIP=3.48, Synergy_Bliss=4.81, Synergy_Loewe=-11.6, Synergy_HSA=-2.82. (5) Drug 1: CCC1=CC2CC(C3=C(CN(C2)C1)C4=CC=CC=C4N3)(C5=C(C=C6C(=C5)C78CCN9C7C(C=CC9)(C(C(C8N6C)(C(=O)OC)O)OC(=O)C)CC)OC)C(=O)OC. Drug 2: CN1C(=O)N2C=NC(=C2N=N1)C(=O)N. Cell line: HT29. Synergy scores: CSS=55.4, Synergy_ZIP=2.70, Synergy_Bliss=1.25, Synergy_Loewe=-46.4, Synergy_HSA=-0.788. (6) Drug 1: CC1C(C(CC(O1)OC2CC(OC(C2O)C)OC3=CC4=CC5=C(C(=O)C(C(C5)C(C(=O)C(C(C)O)O)OC)OC6CC(C(C(O6)C)O)OC7CC(C(C(O7)C)O)OC8CC(C(C(O8)C)O)(C)O)C(=C4C(=C3C)O)O)O)O. Drug 2: C1C(C(OC1N2C=NC3=C2NC=NCC3O)CO)O. Cell line: NCI/ADR-RES. Synergy scores: CSS=10.1, Synergy_ZIP=-3.28, Synergy_Bliss=3.89, Synergy_Loewe=0.0839, Synergy_HSA=2.79. (7) Drug 1: C(CC(=O)O)C(=O)CN.Cl. Drug 2: CC(C)NC(=O)C1=CC=C(C=C1)CNNC.Cl. Cell line: MDA-MB-435. Synergy scores: CSS=-0.500, Synergy_ZIP=0.145, Synergy_Bliss=-1.31, Synergy_Loewe=-2.42, Synergy_HSA=-2.55. (8) Drug 1: C1CN(CCN1C(=O)CCBr)C(=O)CCBr. Drug 2: COCCOC1=C(C=C2C(=C1)C(=NC=N2)NC3=CC=CC(=C3)C#C)OCCOC.Cl. Cell line: CCRF-CEM. Synergy scores: CSS=72.2, Synergy_ZIP=0.558, Synergy_Bliss=0.464, Synergy_Loewe=-3.84, Synergy_HSA=-0.770.